Dataset: Reaction yield outcomes from USPTO patents with 853,638 reactions. Task: Predict the reaction yield, written as a fraction of the theoretical maximum amount of product (1.0 means a 100% yield; for example, 0.34 means a 34% yield). The reactants are [C:1]([C:4]1[CH:13]=[CH:12][C:7]([C:8]([O:10][CH3:11])=[O:9])=[CH:6][C:5]=1[NH:14][C:15](=O)[C:16]([F:25])([F:24])[C:17]1[CH:22]=[CH:21][C:20]([F:23])=[CH:19][CH:18]=1)(=[O:3])[NH2:2].C(N(CC)CC)C.C[Si](Cl)(C)C. The catalyst is ClCCCl. The product is [F:24][C:16]([F:25])([C:17]1[CH:22]=[CH:21][C:20]([F:23])=[CH:19][CH:18]=1)[C:15]1[N:2]=[C:1]([OH:3])[C:4]2[C:5](=[CH:6][C:7]([C:8]([O:10][CH3:11])=[O:9])=[CH:12][CH:13]=2)[N:14]=1. The yield is 0.890.